From a dataset of NCI-60 drug combinations with 297,098 pairs across 59 cell lines. Regression. Given two drug SMILES strings and cell line genomic features, predict the synergy score measuring deviation from expected non-interaction effect. (1) Drug 1: CC1=C2C(C(=O)C3(C(CC4C(C3C(C(C2(C)C)(CC1OC(=O)C(C(C5=CC=CC=C5)NC(=O)C6=CC=CC=C6)O)O)OC(=O)C7=CC=CC=C7)(CO4)OC(=O)C)O)C)OC(=O)C. Drug 2: CC1=C(N=C(N=C1N)C(CC(=O)N)NCC(C(=O)N)N)C(=O)NC(C(C2=CN=CN2)OC3C(C(C(C(O3)CO)O)O)OC4C(C(C(C(O4)CO)O)OC(=O)N)O)C(=O)NC(C)C(C(C)C(=O)NC(C(C)O)C(=O)NCCC5=NC(=CS5)C6=NC(=CS6)C(=O)NCCC[S+](C)C)O. Cell line: UACC-257. Synergy scores: CSS=11.2, Synergy_ZIP=-4.17, Synergy_Bliss=0.531, Synergy_Loewe=-2.37, Synergy_HSA=0.840. (2) Drug 1: CC1=CC2C(CCC3(C2CCC3(C(=O)C)OC(=O)C)C)C4(C1=CC(=O)CC4)C. Drug 2: B(C(CC(C)C)NC(=O)C(CC1=CC=CC=C1)NC(=O)C2=NC=CN=C2)(O)O. Cell line: PC-3. Synergy scores: CSS=2.36, Synergy_ZIP=0.754, Synergy_Bliss=3.84, Synergy_Loewe=-1.08, Synergy_HSA=0.643. (3) Drug 1: C1=C(C(=O)NC(=O)N1)F. Drug 2: C1CN(P(=O)(OC1)NCCCl)CCCl. Cell line: EKVX. Synergy scores: CSS=23.7, Synergy_ZIP=3.71, Synergy_Bliss=-0.233, Synergy_Loewe=-7.20, Synergy_HSA=-1.12. (4) Drug 1: CC1OCC2C(O1)C(C(C(O2)OC3C4COC(=O)C4C(C5=CC6=C(C=C35)OCO6)C7=CC(=C(C(=C7)OC)O)OC)O)O. Drug 2: CN1C(=O)N2C=NC(=C2N=N1)C(=O)N. Cell line: A549. Synergy scores: CSS=37.3, Synergy_ZIP=3.00, Synergy_Bliss=3.02, Synergy_Loewe=-29.5, Synergy_HSA=-0.301.